Dataset: Choline transporter screen with 302,306 compounds. Task: Binary Classification. Given a drug SMILES string, predict its activity (active/inactive) in a high-throughput screening assay against a specified biological target. (1) The compound is o1nc(c(c1C)c1onc(n1)c1ccc(cc1)C)C. The result is 0 (inactive). (2) The compound is s1c(CC(=O)NCCc2cc3c([nH]c2=O)c(OC)ccc3OC)ccc1. The result is 0 (inactive).